From a dataset of Forward reaction prediction with 1.9M reactions from USPTO patents (1976-2016). Predict the product of the given reaction. Given the reactants [Cl:1][C:2]1[C:7]([F:8])=[CH:6][CH:5]=[C:4]([Cl:9])[C:3]=1[C@H:10]([C:12]1[C:20]2[C:15](=[N:16][CH:17]=[C:18](B3OC(C)(C)C(C)(C)O3)[CH:19]=2)[NH:14][CH:13]=1)[CH3:11].I[C:31]1[CH:32]=[N:33][N:34]([C@H:36]2[CH2:41][CH2:40][C@H:39]([OH:42])[CH2:38][CH2:37]2)[CH:35]=1.C(=O)([O-])[O-].[K+].[K+].O1CCOCC1, predict the reaction product. The product is: [Cl:1][C:2]1[C:7]([F:8])=[CH:6][CH:5]=[C:4]([Cl:9])[C:3]=1[C@H:10]([C:12]1[C:20]2[C:15](=[N:16][CH:17]=[C:18]([C:31]3[CH:32]=[N:33][N:34]([C@H:36]4[CH2:41][CH2:40][C@H:39]([OH:42])[CH2:38][CH2:37]4)[CH:35]=3)[CH:19]=2)[NH:14][CH:13]=1)[CH3:11].